From a dataset of Reaction yield outcomes from USPTO patents with 853,638 reactions. Predict the reaction yield, written as a fraction of the theoretical maximum amount of product (1.0 means a 100% yield; for example, 0.34 means a 34% yield). (1) The reactants are [CH3:1][O:2][C:3](=[O:21])[C:4]1[CH:9]=[C:8](Br)[C:7]([F:11])=[C:6]([F:12])[C:5]=1[NH:13][C:14]1[CH:19]=[CH:18][CH:17]=[CH:16][C:15]=1[Cl:20].[CH3:22][N:23]1CCCC1=O. The catalyst is C1(P(C2C=CC=CC=2)[C-]2C=CC=C2)C=CC=CC=1.[C-]1(P(C2C=CC=CC=2)C2C=CC=CC=2)C=CC=C1.[Fe+2].C1C=CC(/C=C/C(/C=C/C2C=CC=CC=2)=O)=CC=1.C1C=CC(/C=C/C(/C=C/C2C=CC=CC=2)=O)=CC=1.C1C=CC(/C=C/C(/C=C/C2C=CC=CC=2)=O)=CC=1.[Pd].[Pd].[C-]#N.[C-]#N.[Zn+2]. The product is [CH3:1][O:2][C:3](=[O:21])[C:4]1[CH:9]=[C:8]([C:22]#[N:23])[C:7]([F:11])=[C:6]([F:12])[C:5]=1[NH:13][C:14]1[CH:19]=[CH:18][CH:17]=[CH:16][C:15]=1[Cl:20]. The yield is 0.520. (2) The reactants are Br[C:2]1[C:3]([Cl:9])=[N:4][C:5]([Cl:8])=[N:6][CH:7]=1.[CH3:10][O:11][C:12]1[CH:19]=[CH:18][CH:17]=[CH:16][C:13]=1[CH:14]=[O:15]. No catalyst specified. The product is [Cl:8][C:5]1[N:4]=[C:3]([Cl:9])[C:2]([CH:14]([C:13]2[CH:16]=[CH:17][CH:18]=[CH:19][C:12]=2[O:11][CH3:10])[OH:15])=[CH:7][N:6]=1. The yield is 0.770.